From a dataset of Full USPTO retrosynthesis dataset with 1.9M reactions from patents (1976-2016). Predict the reactants needed to synthesize the given product. (1) Given the product [CH3:2][C:1]([NH:9][C:18]([C:19]1[CH:24]=[CH:23][C:22]([O:25][C:26](=[O:35])[N:27]([CH3:34])[C:28]2[CH:29]=[CH:30][CH:31]=[CH:32][CH:33]=2)=[CH:21][CH:20]=1)=[O:17])([CH3:3])[CH2:4][C:5]([CH3:8])([CH3:7])[CH3:6], predict the reactants needed to synthesize it. The reactants are: [C:1]([NH2:9])([CH2:4][C:5]([CH3:8])([CH3:7])[CH3:6])([CH3:3])[CH3:2].O=C1CCC(=O)N1[O:17][C:18](=O)[C:19]1[CH:24]=[CH:23][C:22]([O:25][C:26](=[O:35])[N:27]([CH3:34])[C:28]2[CH:33]=[CH:32][CH:31]=[CH:30][CH:29]=2)=[CH:21][CH:20]=1. (2) The reactants are: Br[C:2]1[C:3](=[O:20])[N:4]([C:9]2[CH:10]=[C:11]([CH:16]=[CH:17][C:18]=2[CH3:19])[C:12]([O:14]C)=O)[CH:5]=[C:6](Br)[N:7]=1.[F:21][C:22]1[CH:27]=[CH:26][CH:25]=[CH:24][C:23]=1[CH2:28][NH2:29].[CH:30]1([NH2:33])[CH2:32][CH2:31]1.C1([Mg]Br)CCCC1.C([O-])=O.[NH4+]. Given the product [CH:30]1([NH:33][C:12](=[O:14])[C:11]2[CH:16]=[CH:17][C:18]([CH3:19])=[C:9]([N:4]3[CH:5]=[CH:6][N:7]=[C:2]([NH:29][CH2:28][C:23]4[CH:24]=[CH:25][CH:26]=[CH:27][C:22]=4[F:21])[C:3]3=[O:20])[CH:10]=2)[CH2:32][CH2:31]1, predict the reactants needed to synthesize it.